This data is from Forward reaction prediction with 1.9M reactions from USPTO patents (1976-2016). The task is: Predict the product of the given reaction. (1) Given the reactants [OH:1][B:2]1[C:6]2[CH:7]=[C:8]([CH2:11]CS([O-])(=O)=O)[CH:9]=[CH:10][C:5]=2[CH2:4][O:3]1.[Na+].[I-].[N-:19]=[N+:20]=[N-:21].[Na+], predict the reaction product. The product is: [N:19]([CH2:11][C:8]1[CH:9]=[CH:10][C:5]2[CH2:4][O:3][B:2]([OH:1])[C:6]=2[CH:7]=1)=[N+:20]=[N-:21]. (2) Given the reactants [CH3:1][C@@H:2]1[CH2:6][CH2:5][CH2:4][N:3]1[CH2:7][C@@H:8]1[CH2:12][CH2:11][CH2:10][NH:9]1.[CH3:13][C:14]1([CH3:30])[C:18]([CH3:20])([CH3:19])[O:17][B:16]([C:21]2[CH:29]=[CH:28][C:24]([C:25](O)=[O:26])=[CH:23][CH:22]=2)[O:15]1, predict the reaction product. The product is: [CH3:1][C@@H:2]1[CH2:6][CH2:5][CH2:4][N:3]1[CH2:7][C@@H:8]1[CH2:12][CH2:11][CH2:10][N:9]1[C:25]([C:24]1[CH:23]=[CH:22][C:21]([B:16]2[O:17][C:18]([CH3:20])([CH3:19])[C:14]([CH3:30])([CH3:13])[O:15]2)=[CH:29][CH:28]=1)=[O:26]. (3) Given the reactants [Si:1]([O:8][CH2:9][C:10]1[CH:15]=[C:14]([CH2:16][CH3:17])[N:13]=[C:12]([NH2:18])[CH:11]=1)([C:4]([CH3:7])([CH3:6])[CH3:5])([CH3:3])[CH3:2].Cl[C:20]1[S:21][C:22]([C:25]#[N:26])=[CH:23][N:24]=1.[H-].[Na+].O, predict the reaction product. The product is: [Si:1]([O:8][CH2:9][C:10]1[CH:15]=[C:14]([CH2:16][CH3:17])[N:13]=[C:12]([NH:18][C:20]2[S:21][C:22]([C:25]#[N:26])=[CH:23][N:24]=2)[CH:11]=1)([C:4]([CH3:7])([CH3:6])[CH3:5])([CH3:3])[CH3:2]. (4) Given the reactants [Li]CCCC.Br[C:7]1[CH:12]=[CH:11][N:10]=[C:9]([Cl:13])[CH:8]=1.[O:14]1[CH2:17][C:16](=[O:18])[CH2:15]1, predict the reaction product. The product is: [Cl:13][C:9]1[CH:8]=[C:7]([C:16]2([OH:18])[CH2:17][O:14][CH2:15]2)[CH:12]=[CH:11][N:10]=1. (5) Given the reactants [CH3:1][C:2]1[O:3][C:4]([CH3:10])=[C:5]([C:7]([OH:9])=O)[N:6]=1.O1CCCC1.S(Cl)(Cl)=O.[NH2:20][C:21]1[CH:22]=[C:23]([CH:40]=[CH:41][C:42]=1[CH3:43])[O:24][C:25]1[CH:26]=[CH:27][C:28]2[N:29]([N:31]=[C:32]([NH:34][C:35]([CH:37]3[CH2:39][CH2:38]3)=[O:36])[N:33]=2)[CH:30]=1, predict the reaction product. The product is: [CH:37]1([C:35]([NH:34][C:32]2[N:33]=[C:28]3[CH:27]=[CH:26][C:25]([O:24][C:23]4[CH:40]=[CH:41][C:42]([CH3:43])=[C:21]([NH:20][C:7]([C:5]5[N:6]=[C:2]([CH3:1])[O:3][C:4]=5[CH3:10])=[O:9])[CH:22]=4)=[CH:30][N:29]3[N:31]=2)=[O:36])[CH2:38][CH2:39]1.